Dataset: Peptide-MHC class I binding affinity with 185,985 pairs from IEDB/IMGT. Task: Regression. Given a peptide amino acid sequence and an MHC pseudo amino acid sequence, predict their binding affinity value. This is MHC class I binding data. (1) The peptide sequence is GLDERFVEEL. The MHC is HLA-A02:02 with pseudo-sequence HLA-A02:02. The binding affinity (normalized) is 0.581. (2) The peptide sequence is TYVMRAGLNA. The MHC is H-2-Kd with pseudo-sequence H-2-Kd. The binding affinity (normalized) is 0.724. (3) The peptide sequence is RQNAAIEAL. The MHC is HLA-B18:01 with pseudo-sequence HLA-B18:01. The binding affinity (normalized) is 0.0847. (4) The peptide sequence is SWCMWWLQYFL. The MHC is Patr-A0901 with pseudo-sequence Patr-A0901. The binding affinity (normalized) is 0.740. (5) The peptide sequence is YPKTFGWLW. The MHC is HLA-B07:02 with pseudo-sequence HLA-B07:02. The binding affinity (normalized) is 0.124.